Dataset: Reaction yield outcomes from USPTO patents with 853,638 reactions. Task: Predict the reaction yield, written as a fraction of the theoretical maximum amount of product (1.0 means a 100% yield; for example, 0.34 means a 34% yield). (1) The reactants are [Cl:1][C:2]1[C:11](Cl)=[N:10][C:9]2[C:4](=[CH:5][CH:6]=[C:7]([Cl:13])[CH:8]=2)[N:3]=1.[NH2:14][CH2:15][CH2:16][OH:17]. The catalyst is CCO. The product is [Cl:1][C:2]1[C:11]([NH:14][CH2:15][CH2:16][OH:17])=[N:10][C:9]2[C:4]([N:3]=1)=[CH:5][CH:6]=[C:7]([Cl:13])[CH:8]=2. The yield is 0.810. (2) The reactants are [CH2:1]([O:8][C:9](=[O:18])[CH:10]([C:12]1[CH:17]=[CH:16][CH:15]=[CH:14][CH:13]=1)[CH3:11])[C:2]1[CH:7]=[CH:6][CH:5]=[CH:4][CH:3]=1.[CH2:19](Cl)[CH:20]=[CH:21][CH3:22].[I-].[Li+].C[Si](C)(C)[N-][Si](C)(C)C.[Li+]. The catalyst is O1CCCC1. The product is [CH3:11][C:10]([C:12]1[CH:17]=[CH:16][CH:15]=[CH:14][CH:13]=1)([CH2:19]/[CH:20]=[CH:21]/[CH3:22])[C:9]([O:8][CH2:1][C:2]1[CH:3]=[CH:4][CH:5]=[CH:6][CH:7]=1)=[O:18]. The yield is 0.990. (3) The reactants are [F-].C([N+](CCCC)(CCCC)CCCC)CCC.[Cl:19][C:20]1[CH:21]=[C:22]2[C:28]([CH2:29][CH2:30][NH:31][C:32]([C:34]3[CH:38]=[C:37]([CH2:39][C:40]4[CH:45]=[C:44]([F:46])[CH:43]=[CH:42][C:41]=4[F:47])[O:36][N:35]=3)=[O:33])=[C:27]([Si](CC)(CC)CC)[NH:26][C:23]2=[N:24][CH:25]=1.C1C[O:58]CC1. No catalyst specified. The product is [Cl:19][C:20]1[CH:21]=[C:22]2[C:28]([CH2:29][CH2:30][NH:31][C:32]([C:34]3[CH:38]=[C:37]([C:39](=[O:58])[C:40]4[CH:45]=[C:44]([F:46])[CH:43]=[CH:42][C:41]=4[F:47])[O:36][N:35]=3)=[O:33])=[CH:27][NH:26][C:23]2=[N:24][CH:25]=1. The yield is 0.220. (4) The reactants are O[CH2:2][C@H:3]([CH2:7][C:8]1[CH:13]=[CH:12][C:11]2[O:14][CH2:15][O:16][C:10]=2[CH:9]=1)[C:4]([OH:6])=[O:5].C(N(CC)CC)C.ClC(OCC)=O. The catalyst is O1CCCC1. The product is [CH2:15]1[O:14][C:11]2[CH:12]=[CH:13][C:8]([CH2:7][C@H:3]3[CH2:2][O:5][C:4]3=[O:6])=[CH:9][C:10]=2[O:16]1. The yield is 0.682. (5) The reactants are [C:1]1([CH2:7][C:8](Cl)=[O:9])[CH:6]=[CH:5][CH:4]=[CH:3][CH:2]=1.[S-:11][C:12]#[N:13].[K+].C(=O)([O-])O.[Na+].[NH2:20][C:21]1[CH:42]=[CH:41][C:24]([O:25][C:26]2[CH:27]=[CH:28][C:29]3[N:30]([CH:32]=[C:33]([NH:35][C:36]([CH:38]4[CH2:40][CH2:39]4)=[O:37])[N:34]=3)[CH:31]=2)=[CH:23][CH:22]=1. The catalyst is C(#N)C.C1(C)C=CC=CC=1.C(O)C. The product is [C:1]1([CH2:7][C:8]([NH:13][C:12]([NH:20][C:21]2[CH:42]=[CH:41][C:24]([O:25][C:26]3[CH:27]=[CH:28][C:29]4[N:30]([CH:32]=[C:33]([NH:35][C:36]([CH:38]5[CH2:39][CH2:40]5)=[O:37])[N:34]=4)[CH:31]=3)=[CH:23][CH:22]=2)=[S:11])=[O:9])[CH:6]=[CH:5][CH:4]=[CH:3][CH:2]=1. The yield is 0.310. (6) The reactants are Cl[C:2]1[N:7]=[CH:6][N:5]=[C:4]([NH:8][C:9]2[CH:10]=[C:11]([CH:16]=[CH:17][CH:18]=2)[C:12]([O:14][CH3:15])=[O:13])[CH:3]=1.[O:19]([C:26]1[CH:32]=[CH:31][C:29]([NH2:30])=[CH:28][CH:27]=1)[C:20]1[CH:25]=[CH:24][CH:23]=[CH:22][CH:21]=1.C(O)(=O)C. The catalyst is C(O)C. The product is [O:19]([C:26]1[CH:27]=[CH:28][C:29]([NH:30][C:2]2[N:7]=[CH:6][N:5]=[C:4]([NH:8][C:9]3[CH:10]=[C:11]([CH:16]=[CH:17][CH:18]=3)[C:12]([O:14][CH3:15])=[O:13])[CH:3]=2)=[CH:31][CH:32]=1)[C:20]1[CH:25]=[CH:24][CH:23]=[CH:22][CH:21]=1. The yield is 0.660. (7) The reactants are [F:1][C:2]([F:24])([F:23])[C:3]1[CH:4]=[C:5]([C:13]2[N:17]=[CH:16][N:15](/[CH:18]=[CH:19]\[C:20]([OH:22])=O)[N:14]=2)[CH:6]=[C:7]([C:9]([F:12])([F:11])[F:10])[CH:8]=1.[CH3:25][N:26]([C:28]1[CH:33]=[CH:32][CH:31]=[CH:30][N:29]=1)[NH2:27].CCOC(C)=O.CCN(C(C)C)C(C)C. The catalyst is C(Cl)Cl.CO. The product is [F:11][C:9]([F:12])([F:10])[C:7]1[CH:6]=[C:5]([C:13]2[N:17]=[CH:16][N:15](/[CH:18]=[CH:19]\[C:20]([NH:27][N:26]([CH3:25])[C:28]3[CH:33]=[CH:32][CH:31]=[CH:30][N:29]=3)=[O:22])[N:14]=2)[CH:4]=[C:3]([C:2]([F:24])([F:23])[F:1])[CH:8]=1. The yield is 0.180. (8) The reactants are CC1C2N=C[N:7](C3CCCCO3)[C:6]=2C=C(B2OC(C)(C)C(C)(C)O2)C=1.[Br:26][C:27]1[CH:28]=[C:29]([CH3:42])[C:30]2[N:34]=[CH:33][N:32]([CH:35]3CCCC[O:36]3)[C:31]=2[CH:41]=1.B1(B2[O:56][C:55]([CH3:58])([CH3:57])[C:54](C)(C)O2)O[C:54](C)(C)[C:55]([CH3:58])([CH3:57])[O:56]1.ClCCl.C([O-])(=O)C.[K+]. The catalyst is C1C=CC(P(C2C=CC=CC=2)[C-]2C=CC=C2)=CC=1.C1C=CC(P(C2C=CC=CC=2)[C-]2C=CC=C2)=CC=1.Cl[Pd]Cl.[Fe+2].CS(C)=O. The product is [Br:26][C:27]1[CH:28]=[C:29]([CH3:42])[C:30]2[N:34]=[C:33]([NH:7][CH3:6])[N:32]([C:35]([O:56][C:55]([CH3:54])([CH3:57])[CH3:58])=[O:36])[C:31]=2[CH:41]=1. The yield is 0.770. (9) The reactants are [NH:1]1[CH2:7][CH2:6][CH2:5][CH2:4][CH2:3][CH2:2]1.C(N(CC)CC)C.Cl[C:16]1[C:21]([CH:22]([CH2:27][CH2:28][CH3:29])[C:23]([O:25][CH3:26])=[O:24])=[C:20]([CH3:30])[N:19]=[C:18]([C:31]2[CH:36]=[CH:35][CH:34]=[CH:33][CH:32]=2)[N:17]=1. The catalyst is O1CCCC1.C(=O)([O-])O.[Na+]. The product is [N:1]1([C:16]2[C:21]([CH:22]([CH2:27][CH2:28][CH3:29])[C:23]([O:25][CH3:26])=[O:24])=[C:20]([CH3:30])[N:19]=[C:18]([C:31]3[CH:32]=[CH:33][CH:34]=[CH:35][CH:36]=3)[N:17]=2)[CH2:7][CH2:6][CH2:5][CH2:4][CH2:3][CH2:2]1. The yield is 0.980.